This data is from Full USPTO retrosynthesis dataset with 1.9M reactions from patents (1976-2016). The task is: Predict the reactants needed to synthesize the given product. (1) The reactants are: [C:1]([NH:5][S:6]([C:9]1[CH:14]=[CH:13][CH:12]=[C:11]([C:15]2[N:23]3[C:18]([CH:19]=[N:20][C:21](O)=[N:22]3)=[CH:17][CH:16]=2)[CH:10]=1)(=[O:8])=[O:7])([CH3:4])([CH3:3])[CH3:2].C1C=CC(N(S(C(F)(F)F)(=O)=O)S(C(F)(F)F)(=O)=O)=CC=1.C(N(CC)C(C)C)(C)C.COCC(O)C.[NH2:61][C:62]1[CH:67]=[CH:66][C:65]([N:68]2[CH2:73][CH2:72][N:71]([CH2:74][C:75]([NH2:77])=[O:76])[CH2:70][CH2:69]2)=[C:64]([F:78])[CH:63]=1. Given the product [C:1]([NH:5][S:6]([C:9]1[CH:10]=[C:11]([C:15]2[N:23]3[C:18]([CH:19]=[N:20][C:21]([NH:61][C:62]4[CH:67]=[CH:66][C:65]([N:68]5[CH2:73][CH2:72][N:71]([CH2:74][C:75]([NH2:77])=[O:76])[CH2:70][CH2:69]5)=[C:64]([F:78])[CH:63]=4)=[N:22]3)=[CH:17][CH:16]=2)[CH:12]=[CH:13][CH:14]=1)(=[O:8])=[O:7])([CH3:4])([CH3:2])[CH3:3], predict the reactants needed to synthesize it. (2) Given the product [CH:6]([C:5]1[CH:8]=[CH:9][C:2]([C:17]2[CH:16]=[CH:15][CH:14]=[C:13]([C:11]#[N:12])[CH:18]=2)=[CH:3][C:4]=1[OH:10])=[O:7], predict the reactants needed to synthesize it. The reactants are: Br[C:2]1[CH:9]=[CH:8][C:5]([CH:6]=[O:7])=[C:4]([OH:10])[CH:3]=1.[C:11]([C:13]1[CH:14]=[C:15](B(O)O)[CH:16]=[CH:17][CH:18]=1)#[N:12].C([O-])([O-])=O.[K+].[K+]. (3) Given the product [ClH:35].[NH2:27][C@H:9]([CH2:8][C:5]1[CH:6]=[CH:7][C:2]([OH:1])=[CH:3][CH:4]=1)[C:10]([NH:11][C:12]1[CH:13]=[C:14]2[C:24](=[O:25])[NH:23][N:22]=[CH:21][C:16]3=[CH:17][NH:18][C:19]([CH:20]=1)=[C:15]23)=[O:26], predict the reactants needed to synthesize it. The reactants are: [OH:1][C:2]1[CH:7]=[CH:6][C:5]([CH2:8][C@@H:9]([NH:27]C(=O)OC(C)(C)C)[C:10](=[O:26])[NH:11][C:12]2[CH:13]=[C:14]3[C:24](=[O:25])[NH:23][N:22]=[CH:21][C:16]4=[CH:17][NH:18][C:19]([CH:20]=2)=[C:15]34)=[CH:4][CH:3]=1.[ClH:35]. (4) Given the product [F:18][C:14]1[CH:15]=[CH:16][CH:17]=[C:2]([F:1])[C:3]=1[CH2:4][N:5]1[CH:9]=[C:8]([C:10]([OH:12])=[O:11])[N:7]=[N:6]1, predict the reactants needed to synthesize it. The reactants are: [F:1][C:2]1[CH:17]=[CH:16][CH:15]=[C:14]([F:18])[C:3]=1[CH2:4][N:5]1[CH:9]=[C:8]([C:10]([O:12]C)=[O:11])[N:7]=[N:6]1.[OH-].[Na+].Cl. (5) The reactants are: [C:1]([N:8]1[CH2:13][CH2:12][CH:11]([CH2:14][CH2:15][C:16]([OH:18])=[O:17])[CH2:10][CH2:9]1)([O:3][C:4]([CH3:7])([CH3:6])[CH3:5])=[O:2].[N+](=[CH2:21])=[N-]. Given the product [CH3:21][O:17][C:16](=[O:18])[CH2:15][CH2:14][CH:11]1[CH2:12][CH2:13][N:8]([C:1]([O:3][C:4]([CH3:7])([CH3:6])[CH3:5])=[O:2])[CH2:9][CH2:10]1, predict the reactants needed to synthesize it.